Dataset: Full USPTO retrosynthesis dataset with 1.9M reactions from patents (1976-2016). Task: Predict the reactants needed to synthesize the given product. (1) Given the product [F:25][C:26]1[C:31]([F:32])=[CH:30][CH:29]=[CH:28][C:27]=1[C:2]1[N:7]=[C:6]([N:8]([CH3:24])[C:9]2[CH:14]=[CH:13][N:12]=[C:11]([NH:15][CH2:16][CH2:17][C:18]3[CH:19]=[N:20][CH:21]=[CH:22][CH:23]=3)[N:10]=2)[CH:5]=[CH:4][N:3]=1, predict the reactants needed to synthesize it. The reactants are: Cl[C:2]1[N:7]=[C:6]([N:8]([CH3:24])[C:9]2[CH:14]=[CH:13][N:12]=[C:11]([NH:15][CH2:16][CH2:17][C:18]3[CH:19]=[N:20][CH:21]=[CH:22][CH:23]=3)[N:10]=2)[CH:5]=[CH:4][N:3]=1.[F:25][C:26]1[C:31]([F:32])=[CH:30][CH:29]=[CH:28][C:27]=1B(O)O.C(=O)([O-])[O-].[Na+].[Na+].CCO. (2) Given the product [F:1][C:2]1[CH:3]=[C:4]([N:9]2[C:14](=[O:15])[C:13]([CH3:16])=[C:12]([CH2:17][C:18]3[CH:23]=[CH:22][CH:21]=[CH:20][C:19]=3[CH3:24])[N:11]=[CH:10]2)[CH:5]=[CH:6][C:7]=1[O:8][C:26]1[C:35]2[C:30](=[CH:31][C:32]([O:38][CH2:39][CH2:40][CH2:41][N:42]3[CH2:43][CH2:44][O:45][CH2:46][CH2:47]3)=[C:33]([O:36][CH3:37])[CH:34]=2)[N:29]=[CH:28][CH:27]=1, predict the reactants needed to synthesize it. The reactants are: [F:1][C:2]1[CH:3]=[C:4]([N:9]2[C:14](=[O:15])[C:13]([CH3:16])=[C:12]([CH2:17][C:18]3[CH:23]=[CH:22][CH:21]=[CH:20][C:19]=3[CH3:24])[N:11]=[CH:10]2)[CH:5]=[CH:6][C:7]=1[OH:8].Cl[C:26]1[C:35]2[C:30](=[CH:31][C:32]([O:38][CH2:39][CH2:40][CH2:41][N:42]3[CH2:47][CH2:46][O:45][CH2:44][CH2:43]3)=[C:33]([O:36][CH3:37])[CH:34]=2)[N:29]=[CH:28][CH:27]=1. (3) Given the product [NH:1]1[C:2]2[C:3](=[CH:4][CH:5]=[CH:6][CH:7]=2)[CH:8]=[C:9]1[C:10]1[C:11]([O:36][CH3:37])=[CH:12][C:13]([O:34][CH3:35])=[C:14](/[CH:16]=[CH:17]/[C:18]([C:20]2[CH:25]=[CH:24][C:23]([S:26]([NH:29][CH2:30][C:31]([OH:33])=[O:32])(=[O:28])=[O:27])=[CH:22][CH:21]=2)=[O:19])[CH:15]=1, predict the reactants needed to synthesize it. The reactants are: [NH2:1][C:2]1[CH:7]=[CH:6][CH:5]=[CH:4][C:3]=1[C:8]#[C:9][C:10]1[C:11]([O:36][CH3:37])=[CH:12][C:13]([O:34][CH3:35])=[C:14](/[CH:16]=[CH:17]/[C:18]([C:20]2[CH:25]=[CH:24][C:23]([S:26]([NH:29][CH2:30][C:31]([OH:33])=[O:32])(=[O:28])=[O:27])=[CH:22][CH:21]=2)=[O:19])[CH:15]=1. (4) The reactants are: [F:1][C:2]1[CH:7]=[CH:6][C:5]([C:8]2[CH:9]=[C:10]3[C:15](=[CH:16][CH:17]=2)[CH:14]=[C:13]([S:18]([O-:20])=[O:19])[CH:12]=[CH:11]3)=[CH:4][CH:3]=1.[Na+].I[C:23]1[CH:32]=[CH:31][CH:30]=[CH:29][C:24]=1[C:25]([O:27][CH3:28])=[O:26]. Given the product [F:1][C:2]1[CH:7]=[CH:6][C:5]([C:8]2[CH:9]=[C:10]3[C:15](=[CH:16][CH:17]=2)[CH:14]=[C:13]([S:18]([C:23]2[CH:32]=[CH:31][CH:30]=[CH:29][C:24]=2[C:25]([O:27][CH3:28])=[O:26])(=[O:20])=[O:19])[CH:12]=[CH:11]3)=[CH:4][CH:3]=1, predict the reactants needed to synthesize it. (5) Given the product [Br:1][C:2]1[CH:3]=[CH:4][C:5]([N:8]2[C:17](=[O:18])[C:16]3[C:11](=[CH:12][CH:13]=[CH:14][CH:15]=3)[N:10]=[C:9]2[C:19]2[CH:20]=[C:21]3[C:22](=[CH:23][CH:24]=2)[NH:30][CH:29]=[CH:28]3)=[CH:6][CH:7]=1, predict the reactants needed to synthesize it. The reactants are: [Br:1][C:2]1[CH:7]=[CH:6][C:5]([N:8]2[C:17](=[O:18])[C:16]3[C:11](=[CH:12][CH:13]=[CH:14][CH:15]=3)[N:10]=[C:9]2[C:19]2[CH:24]=[CH:23][C:22]([N+]([O-])=O)=[C:21](/[CH:28]=[CH:29]/[N:30](C)C)[CH:20]=2)=[CH:4][CH:3]=1.[OH-].[Na+].